From a dataset of Full USPTO retrosynthesis dataset with 1.9M reactions from patents (1976-2016). Predict the reactants needed to synthesize the given product. (1) Given the product [CH3:30][N:31]([CH3:49])[C:32]1[CH:37]=[CH:36][C:35](/[N:41]=[N:42]/[C:43]2[CH:44]=[CH:45][CH:46]=[CH:47][CH:48]=2)=[C:34]([C:2]2[CH:3]=[C:4]3[C:9](=[C:10]([OH:12])[CH:11]=2)[N:8]=[CH:7][NH:6][C:5]3=[O:29])[CH:33]=1, predict the reactants needed to synthesize it. The reactants are: Br[C:2]1[CH:3]=[C:4]2[C:9](=[C:10]([O:12]COCC[Si](C)(C)C)[CH:11]=1)[N:8]=[CH:7][N:6](COCC[Si](C)(C)C)[C:5]2=[O:29].[CH3:30][N:31]([CH3:49])[C:32]1[CH:33]=[CH:34][C:35]([N:41]=[N:42][C:43]2[CH:48]=[CH:47][CH:46]=[CH:45][CH:44]=2)=[C:36](B(O)O)[CH:37]=1.C1C2C(=CC=CC=2)CCC=1B(O)O.C(=O)([O-])[O-].[K+].[K+]. (2) Given the product [CH3:10][C@@H:6]1[NH:5][C@@H:4]([CH3:3])[CH2:9][N:8]([C:23]([O:22][C:18]([CH3:21])([CH3:20])[CH3:19])=[O:24])[CH2:7]1, predict the reactants needed to synthesize it. The reactants are: Cl.Cl.[CH3:3][C@H:4]1[CH2:9][NH:8][CH2:7][C@H:6]([CH3:10])[NH:5]1.C(N(CC)CC)C.[C:18]([O:22][C:23](O[C:23]([O:22][C:18]([CH3:21])([CH3:20])[CH3:19])=[O:24])=[O:24])([CH3:21])([CH3:20])[CH3:19]. (3) Given the product [CH3:35][NH:36][C:1]([NH:8][CH2:9][CH2:10][CH2:11][C@:12]([C@@H:21]1[CH2:26][CH2:25][CH2:24][N:23]([C:27]([O:29][C:30]([CH3:33])([CH3:32])[CH3:31])=[O:28])[CH2:22]1)([C:14]1[CH:19]=[CH:18][CH:17]=[C:16]([Cl:20])[CH:15]=1)[OH:13])=[O:7], predict the reactants needed to synthesize it. The reactants are: [C:1]([OH:7])(C(F)(F)F)=O.[NH2:8][CH2:9][CH2:10][CH2:11][C@:12]([C@@H:21]1[CH2:26][CH2:25][CH2:24][N:23]([C:27]([O:29][C:30]([CH3:33])([CH3:32])[CH3:31])=[O:28])[CH2:22]1)([C:14]1[CH:19]=[CH:18][CH:17]=[C:16]([Cl:20])[CH:15]=1)[OH:13].C[CH2:35][N:36](C(C)C)C(C)C.ClC(OC1C=CC([N+]([O-])=O)=CC=1)=O. (4) Given the product [CH3:1][O:2][C:3]1[CH:4]=[C:5]2[C:14](=[CH:15][CH:16]=1)[CH:13]([CH2:17][C:37]#[N:38])[CH:12]([C:29]1[CH:30]=[CH:31][C:32]([O:35][CH3:36])=[CH:33][CH:34]=1)[CH:11]1[CH:6]2[CH2:7][CH2:8][CH2:9][CH2:10]1, predict the reactants needed to synthesize it. The reactants are: [CH3:1][O:2][C:3]1[CH:4]=[C:5]2[C:14](=[CH:15][CH:16]=1)[CH:13]([CH2:17]OS(C1C=CC(C)=CC=1)(=O)=O)[CH:12]([C:29]1[CH:34]=[CH:33][C:32]([O:35][CH3:36])=[CH:31][CH:30]=1)[CH:11]1[CH:6]2[CH2:7][CH2:8][CH2:9][CH2:10]1.[C-:37]#[N:38].[K+].CN(C=O)C.C(OCC)(=O)C. (5) Given the product [CH3:1][C:2]1[C:3](=[O:8])[CH2:4][CH2:5][C:6]=1[NH:9][C:10]1[CH:11]=[C:12]([S:16]([NH2:19])(=[O:17])=[O:18])[CH:13]=[CH:14][CH:15]=1.[OH2:7], predict the reactants needed to synthesize it. The reactants are: [CH3:1][CH:2]1[C:6](=[O:7])[CH2:5][CH2:4][C:3]1=[O:8].[NH2:9][C:10]1[CH:11]=[C:12]([S:16]([NH2:19])(=[O:18])=[O:17])[CH:13]=[CH:14][CH:15]=1.